This data is from Full USPTO retrosynthesis dataset with 1.9M reactions from patents (1976-2016). The task is: Predict the reactants needed to synthesize the given product. (1) The reactants are: F[C:2](F)(F)[C:3]([OH:5])=[O:4].C(OC([N:15]1[CH2:21][CH2:20][CH2:19][N:18]([C:22]2[C:27]([CH2:28][NH:29][C:30]3[N:34]([C:35]4[CH:40]=[CH:39][C:38]([F:41])=[C:37]([Cl:42])[C:36]=4[Cl:43])[N:33]=[N:32][N:31]=3)=[CH:26][CH:25]=[CH:24][N:23]=2)[CH2:17][CH2:16]1)=O)(C)(C)C. Given the product [C:3]([OH:5])(=[O:4])[CH3:2].[C:3]([OH:5])(=[O:4])[CH3:2].[N:18]1([C:22]2[C:27]([CH2:28][NH:29][C:30]3[N:34]([C:35]4[CH:40]=[CH:39][C:38]([F:41])=[C:37]([Cl:42])[C:36]=4[Cl:43])[N:33]=[N:32][N:31]=3)=[CH:26][CH:25]=[CH:24][N:23]=2)[CH2:19][CH2:20][CH2:21][NH:15][CH2:16][CH2:17]1, predict the reactants needed to synthesize it. (2) Given the product [Br:1][C:2]1[S:6][CH:5]=[C:4]([C@@H:7]2[CH2:9][C@H:8]2[C:10]([OH:12])=[O:11])[CH:3]=1, predict the reactants needed to synthesize it. The reactants are: [Br:1][C:2]1[S:6][CH:5]=[C:4]([C@@H:7]2[CH2:9][C@H:8]2[C:10]([O:12]CC)=[O:11])[CH:3]=1.[OH-].[Na+].Cl. (3) The reactants are: [N+:1]([C:4]1[C:5]([NH2:16])=[N:6][C:7]([C:10]2[CH:15]=[CH:14][CH:13]=[CH:12][CH:11]=2)=[CH:8][CH:9]=1)([O-])=O.Cl.[OH-].[Na+]. Given the product [C:10]1([C:7]2[N:6]=[C:5]([NH2:16])[C:4]([NH2:1])=[CH:9][CH:8]=2)[CH:11]=[CH:12][CH:13]=[CH:14][CH:15]=1, predict the reactants needed to synthesize it. (4) Given the product [Br:29][C:5]1[C:4]([C:18]([F:21])([F:19])[F:20])=[N:3][N:2]([CH3:1])[C:6]=1[C:7]1[CH:17]=[CH:16][C:10]2[O:11][CH2:12][C:13](=[O:15])[NH:14][C:9]=2[CH:8]=1, predict the reactants needed to synthesize it. The reactants are: [CH3:1][N:2]1[C:6]([C:7]2[CH:17]=[CH:16][C:10]3[O:11][CH2:12][C:13](=[O:15])[NH:14][C:9]=3[CH:8]=2)=[CH:5][C:4]([C:18]([F:21])([F:20])[F:19])=[N:3]1.C1C(=O)N([Br:29])C(=O)C1. (5) Given the product [O:36]=[S:2]1(=[O:1])[C:8]2[CH:9]=[C:10]([O:17][CH2:18][C:19]([OH:21])=[O:20])[C:11]([S:13]([CH3:16])(=[O:14])=[O:15])=[CH:12][C:7]=2[N:6]([C:24]2[CH:29]=[CH:28][CH:27]=[CH:26][CH:25]=2)[CH2:5][C:4]([CH2:32][CH2:33][CH2:34][CH3:35])([CH2:30][CH3:31])[CH2:3]1, predict the reactants needed to synthesize it. The reactants are: [O:1]=[S:2]1(=[O:36])[C:8]2[CH:9]=[C:10]([O:17][CH2:18][C:19]([O:21]CC)=[O:20])[C:11]([S:13]([CH3:16])(=[O:15])=[O:14])=[CH:12][C:7]=2[N:6]([C:24]2[CH:29]=[CH:28][CH:27]=[CH:26][CH:25]=2)[CH2:5][C:4]([CH2:32][CH2:33][CH2:34][CH3:35])([CH2:30][CH3:31])[CH2:3]1.C1COCC1.[Li+].[OH-]. (6) Given the product [Cl:1][C:2]1[CH:7]=[CH:6][C:5]([C:8]2[CH:13]=[C:12]([CH:14]3[CH2:16][CH2:15]3)[N:11]3[N:17]=[CH:18][C:19]([C:22]#[C:21][C:23]4[CH:24]=[N:25][C:26]([NH2:29])=[N:27][CH:28]=4)=[C:10]3[N:9]=2)=[CH:4][CH:3]=1, predict the reactants needed to synthesize it. The reactants are: [Cl:1][C:2]1[CH:7]=[CH:6][C:5]([C:8]2[CH:13]=[C:12]([CH:14]3[CH2:16][CH2:15]3)[N:11]3[N:17]=[CH:18][C:19](I)=[C:10]3[N:9]=2)=[CH:4][CH:3]=1.[C:21]([C:23]1[CH:24]=[N:25][C:26]([NH2:29])=[N:27][CH:28]=1)#[CH:22].